Dataset: NCI-60 drug combinations with 297,098 pairs across 59 cell lines. Task: Regression. Given two drug SMILES strings and cell line genomic features, predict the synergy score measuring deviation from expected non-interaction effect. (1) Drug 1: CCC(=C(C1=CC=CC=C1)C2=CC=C(C=C2)OCCN(C)C)C3=CC=CC=C3.C(C(=O)O)C(CC(=O)O)(C(=O)O)O. Drug 2: C1CN1C2=NC(=NC(=N2)N3CC3)N4CC4. Cell line: SK-MEL-28. Synergy scores: CSS=9.68, Synergy_ZIP=-7.01, Synergy_Bliss=-5.70, Synergy_Loewe=-3.97, Synergy_HSA=-4.66. (2) Drug 1: CCC1=C2CN3C(=CC4=C(C3=O)COC(=O)C4(CC)O)C2=NC5=C1C=C(C=C5)O. Drug 2: CCN(CC)CCNC(=O)C1=C(NC(=C1C)C=C2C3=C(C=CC(=C3)F)NC2=O)C. Cell line: NCI-H322M. Synergy scores: CSS=2.08, Synergy_ZIP=-6.29, Synergy_Bliss=-11.6, Synergy_Loewe=-70.9, Synergy_HSA=-9.70. (3) Drug 1: CCC1=CC2CC(C3=C(CN(C2)C1)C4=CC=CC=C4N3)(C5=C(C=C6C(=C5)C78CCN9C7C(C=CC9)(C(C(C8N6C)(C(=O)OC)O)OC(=O)C)CC)OC)C(=O)OC.C(C(C(=O)O)O)(C(=O)O)O. Drug 2: CC1=C(C(=O)C2=C(C1=O)N3CC4C(C3(C2COC(=O)N)OC)N4)N. Cell line: HCT-15. Synergy scores: CSS=49.3, Synergy_ZIP=-0.573, Synergy_Bliss=4.80, Synergy_Loewe=6.77, Synergy_HSA=7.90. (4) Drug 1: CC1C(C(CC(O1)OC2CC(CC3=C2C(=C4C(=C3O)C(=O)C5=C(C4=O)C(=CC=C5)OC)O)(C(=O)C)O)N)O.Cl. Drug 2: CCCCCOC(=O)NC1=NC(=O)N(C=C1F)C2C(C(C(O2)C)O)O. Cell line: SF-295. Synergy scores: CSS=22.3, Synergy_ZIP=-3.40, Synergy_Bliss=-4.10, Synergy_Loewe=-15.8, Synergy_HSA=-3.20. (5) Synergy scores: CSS=27.9, Synergy_ZIP=1.11, Synergy_Bliss=2.01, Synergy_Loewe=-21.9, Synergy_HSA=0.479. Cell line: OVCAR-8. Drug 1: C1CCC(C1)C(CC#N)N2C=C(C=N2)C3=C4C=CNC4=NC=N3. Drug 2: CC1OCC2C(O1)C(C(C(O2)OC3C4COC(=O)C4C(C5=CC6=C(C=C35)OCO6)C7=CC(=C(C(=C7)OC)O)OC)O)O.